Predict which catalyst facilitates the given reaction. From a dataset of Catalyst prediction with 721,799 reactions and 888 catalyst types from USPTO. (1) Reactant: [Cl:1][C:2]1[CH:10]=[CH:9][CH:8]=[C:7]([CH3:11])[C:3]=1[C:4](O)=[O:5].S(Cl)([Cl:14])=O.C(Cl)(=O)C(Cl)=O. Product: [Cl:1][C:2]1[CH:10]=[CH:9][CH:8]=[C:7]([CH3:11])[C:3]=1[C:4]([Cl:14])=[O:5]. The catalyst class is: 3. (2) Reactant: [Br-:1].[Br-].[Br-].C([N+](CCCC)(CCCC)CCCC)CCC.C([N+](CCCC)(CCCC)CCCC)CCC.C([N+](CCCC)(CCCC)CCCC)CCC.[Cl:55][C:56]1[CH:57]=[C:58]([C:63]([CH3:68])([CH3:67])[C:64](=[O:66])[CH3:65])[CH:59]=[CH:60][C:61]=1[Cl:62]. Product: [Br:1][CH2:65][C:64](=[O:66])[C:63]([C:58]1[CH:59]=[CH:60][C:61]([Cl:62])=[C:56]([Cl:55])[CH:57]=1)([CH3:68])[CH3:67]. The catalyst class is: 100. (3) Reactant: [C:1]1([NH:11][C:12]2[C:13]3[CH:20]=[C:19]([C:21]4[CH2:22][CH2:23][NH:24][CH2:25][CH:26]=4)[NH:18][C:14]=3[N:15]=[CH:16][N:17]=2)[C:10]2[C:5](=[CH:6][CH:7]=[CH:8][CH:9]=2)[CH:4]=[CH:3][CH:2]=1.[C:27]([N:31]=[C:32]=[O:33])([CH3:30])([CH3:29])[CH3:28].C(N(CC)C(C)C)(C)C.C([O-])(O)=O.[Na+]. Product: [C:27]([NH:31][C:32]([N:24]1[CH2:23][CH:22]=[C:21]([C:19]2[NH:18][C:14]3[N:15]=[CH:16][N:17]=[C:12]([NH:11][C:1]4[C:10]5[C:5](=[CH:6][CH:7]=[CH:8][CH:9]=5)[CH:4]=[CH:3][CH:2]=4)[C:13]=3[CH:20]=2)[CH2:26][CH2:25]1)=[O:33])([CH3:30])([CH3:29])[CH3:28]. The catalyst class is: 9. (4) Reactant: C(=O)([O-])[O-].[Cs+].[Cs+].FC(F)(F)S(O[C:13]1[CH:14]=[CH:15][C:16]2[O:20][C:19]([C:21]3[CH:26]=[CH:25][C:24]([F:27])=[CH:23][CH:22]=3)=[C:18]([C:28](=[O:31])[NH:29][CH3:30])[C:17]=2[CH:32]=1)(=O)=O.[NH:35]1[C:43]2[C:38](=[C:39](B(O)O)[CH:40]=[CH:41][CH:42]=2)[CH:37]=[CH:36]1.O1CCOCC1. Product: [F:27][C:24]1[CH:23]=[CH:22][C:21]([C:19]2[O:20][C:16]3[CH:15]=[CH:14][C:13]([C:39]4[CH:40]=[CH:41][CH:42]=[C:43]5[C:38]=4[CH:37]=[CH:36][NH:35]5)=[CH:32][C:17]=3[C:18]=2[C:28]([NH:29][CH3:30])=[O:31])=[CH:26][CH:25]=1. The catalyst class is: 103. (5) Reactant: [H-].[CH2:2]([Al+][CH2:2][CH:3]([CH3:5])[CH3:4])[CH:3]([CH3:5])[CH3:4].CCO[C:14]([C@@H:16]1[CH2:20][CH2:19][CH2:18][N:17]1C(OC(C)(C)C)=O)=[O:15].[OH2:28].C([O:31][CH2:32]C)C. The catalyst class is: 11. Product: [C:3]([O:28][N:17]1[CH2:18][CH2:19][C:20](=[C:32]=[O:31])[C@H:16]1[CH:14]=[O:15])([CH3:5])([CH3:4])[CH3:2]. (6) Reactant: [Br:1][CH:2]1[CH2:6][CH:5]([O:7][CH3:8])[CH2:4][CH:3]1[OH:9].CC(OI1(OC(C)=O)(OC(C)=O)OC(=O)C2C=CC=CC1=2)=O. Product: [Br:1][CH:2]1[CH2:6][CH:5]([O:7][CH3:8])[CH2:4][C:3]1=[O:9]. The catalyst class is: 46. (7) Reactant: Cl.[NH:2]1[C@H:6]([C:7]([O:9][CH2:10][C:11]2[CH:16]=[CH:15][CH:14]=[CH:13][CH:12]=2)=[O:8])[CH2:5][C@@H:4]2[CH2:17][CH2:18][CH2:19][C@H:3]12.[C:20](O[C:20]([O:22][C:23]([CH3:26])([CH3:25])[CH3:24])=[O:21])([O:22][C:23]([CH3:26])([CH3:25])[CH3:24])=[O:21].C(N(CC)CC)C.O1CCCC1. Product: [N:2]1([C:20]([O:22][C:23]([CH3:26])([CH3:25])[CH3:24])=[O:21])[C@H:6]([C:7]([O:9][CH2:10][C:11]2[CH:16]=[CH:15][CH:14]=[CH:13][CH:12]=2)=[O:8])[CH2:5][C@@H:4]2[CH2:17][CH2:18][CH2:19][C@H:3]12. The catalyst class is: 69. (8) Reactant: [C:1]([C:5]1[CH:6]=[C:7]2[C:12](=[C:13]([F:15])[CH:14]=1)[C:11](=[O:16])[N:10]([C:17]1[CH:22]=[CH:21][CH:20]=[C:19]([C:23]3[CH:28]=[CH:27][N:26]=[C:25]([O:29]C)[CH:24]=3)[C:18]=1[CH2:31][OH:32])[N:9]=[CH:8]2)([CH3:4])([CH3:3])[CH3:2].C[Si](Cl)(C)C.[Na+].[I-].[O-]S([O-])(=S)=O.[Na+].[Na+].C([O-])(O)=O.[Na+]. Product: [C:1]([C:5]1[CH:6]=[C:7]2[C:12](=[C:13]([F:15])[CH:14]=1)[C:11](=[O:16])[N:10]([C:17]1[CH:22]=[CH:21][CH:20]=[C:19]([C:23]3[CH:28]=[CH:27][NH:26][C:25](=[O:29])[CH:24]=3)[C:18]=1[CH2:31][OH:32])[N:9]=[CH:8]2)([CH3:4])([CH3:2])[CH3:3]. The catalyst class is: 23. (9) Reactant: Br[C:2]1[CH:7]=[CH:6][C:5]([CH:8]([N:16]([CH3:33])[C:17](=[O:32])[CH2:18][N:19]2[C:24]3[CH:25]=[C:26]([Cl:30])[C:27]([Cl:29])=[CH:28][C:23]=3[O:22][CH2:21][C:20]2=[O:31])[CH2:9][N:10]2[CH2:15][CH2:14][O:13][CH2:12][CH2:11]2)=[CH:4][C:3]=1[F:34].[CH3:35][S:36]([NH:39][C:40]1[CH:45]=[CH:44][C:43](B(O)O)=[CH:42][CH:41]=1)(=[O:38])=[O:37].C([O-])([O-])=O.[Na+].[Na+]. Product: [Cl:30][C:26]1[C:27]([Cl:29])=[CH:28][C:23]2[O:22][CH2:21][C:20](=[O:31])[N:19]([CH2:18][C:17]([N:16]([CH:8]([C:5]3[CH:6]=[CH:7][C:2]([C:43]4[CH:42]=[CH:41][C:40]([NH:39][S:36]([CH3:35])(=[O:37])=[O:38])=[CH:45][CH:44]=4)=[C:3]([F:34])[CH:4]=3)[CH2:9][N:10]3[CH2:15][CH2:14][O:13][CH2:12][CH2:11]3)[CH3:33])=[O:32])[C:24]=2[CH:25]=1. The catalyst class is: 151.